Dataset: Reaction yield outcomes from USPTO patents with 853,638 reactions. Task: Predict the reaction yield, written as a fraction of the theoretical maximum amount of product (1.0 means a 100% yield; for example, 0.34 means a 34% yield). (1) The product is [F:8][C:7]1[CH:6]=[CH:5][C:4]([NH:9][C:10]2[N:15]=[C:14]3[S:16][C:17]([NH:19][C:20]([CH:22]4[CH2:23][CH2:24]4)=[O:21])=[N:18][C:13]3=[CH:12][CH:11]=2)=[CH:3][C:2]=1[NH:1][C:26](=[O:27])[NH:25][C:28]1[CH:33]=[CH:32][C:31]([C:34]([F:35])([F:37])[F:36])=[CH:30][CH:29]=1. The reactants are [NH2:1][C:2]1[CH:3]=[C:4]([NH:9][C:10]2[N:15]=[C:14]3[S:16][C:17]([NH:19][C:20]([CH:22]4[CH2:24][CH2:23]4)=[O:21])=[N:18][C:13]3=[CH:12][CH:11]=2)[CH:5]=[CH:6][C:7]=1[F:8].[N:25]([C:28]1[CH:33]=[CH:32][C:31]([C:34]([F:37])([F:36])[F:35])=[CH:30][CH:29]=1)=[C:26]=[O:27]. The catalyst is O1CCCC1. The yield is 0.300. (2) The reactants are [C:1]([CH:3]([C:25]1[CH:30]=[CH:29][C:28]([Cl:31])=[C:27]([Cl:32])[CH:26]=1)[N:4]1[C:13]2[C:8](=[CH:9][CH:10]=[C:11]([C:14]([F:17])([F:16])[F:15])[CH:12]=2)[N:7]([C:18]([O:20][CH2:21][CH3:22])=[O:19])[CH:6]([CH2:23][CH3:24])[CH2:5]1)#[N:2].[N-:33]=[N+:34]=[N-:35].[Na+].[NH4+].[Cl-]. The catalyst is CN(C=O)C.C([O-])(O)=O.[Na+]. The product is [Cl:32][C:27]1[CH:26]=[C:25]([CH:3]([C:1]2[N:33]=[N:34][NH:35][N:2]=2)[N:4]2[C:13]3[C:8](=[CH:9][CH:10]=[C:11]([C:14]([F:15])([F:16])[F:17])[CH:12]=3)[N:7]([C:18]([O:20][CH2:21][CH3:22])=[O:19])[CH:6]([CH2:23][CH3:24])[CH2:5]2)[CH:30]=[CH:29][C:28]=1[Cl:31]. The yield is 0.100. (3) The reactants are O[O:2][S:3]([O-:5])=O.[K+].[Cl:7][C:8]1[CH:31]=[CH:30][C:11]([NH:12][C:13]2[C:22]3[C:17](=[CH:18][C:19]([O:25][CH2:26][CH2:27]SC)=[C:20]([O:23][CH3:24])[CH:21]=3)[N:16]=[CH:15][N:14]=2)=[C:10]([F:32])[CH:9]=1.[CH3:33]O. The catalyst is O.C(Cl)Cl. The product is [Cl:7][C:8]1[CH:31]=[CH:30][C:11]([NH:12][C:13]2[C:22]3[C:17](=[CH:18][C:19]([O:25][CH2:26][CH2:27][S:3]([CH3:33])(=[O:5])=[O:2])=[C:20]([O:23][CH3:24])[CH:21]=3)[N:16]=[CH:15][N:14]=2)=[C:10]([F:32])[CH:9]=1. The yield is 0.800. (4) The product is [C:5]([C:19]1[C:10]([Cl:9])=[C:11]2[C:16](=[C:17]([Cl:20])[CH:18]=1)[S:15][CH2:14][CH2:13][C:12]2([CH3:22])[CH3:21])(=[O:7])[CH3:6]. The yield is 0.560. The reactants are [Cl-].[Al+3].[Cl-].[Cl-].[C:5](Cl)(=[O:7])[CH3:6].[Cl:9][C:10]1[CH:19]=[CH:18][C:17]([Cl:20])=[C:16]2[C:11]=1[C:12]([CH3:22])([CH3:21])[CH2:13][CH2:14][S:15]2. The catalyst is C(Cl)Cl. (5) The reactants are [C:1]([O:5][C:6]([N:8]([C:16]1[C:21]([F:22])=[CH:20][CH:19]=[C:18](B2OC(C)(C)C(C)(C)O2)[C:17]=1[CH3:32])[C:9](=[O:15])[O:10][C:11]([CH3:14])([CH3:13])[CH3:12])=[O:7])([CH3:4])([CH3:3])[CH3:2].[OH-:33].[Na+].OO.Cl. The catalyst is C1COCC1. The product is [C:11]([O:10][C:9]([N:8]([C:16]1[C:21]([F:22])=[CH:20][CH:19]=[C:18]([OH:33])[C:17]=1[CH3:32])[C:6](=[O:7])[O:5][C:1]([CH3:3])([CH3:2])[CH3:4])=[O:15])([CH3:13])([CH3:14])[CH3:12]. The yield is 0.830. (6) The reactants are [Cl:1][C:2]1[N:7]=[C:6](Cl)[C:5]([Cl:9])=[CH:4][N:3]=1.[NH2:10][C:11]1[CH:15]=[C:14]([CH:16]2[CH2:18][CH2:17]2)[NH:13][N:12]=1.C(N(CC)CC)C. The catalyst is CCO. The product is [Cl:1][C:2]1[N:7]=[C:6]([NH:10][C:11]2[CH:15]=[C:14]([CH:16]3[CH2:18][CH2:17]3)[NH:13][N:12]=2)[C:5]([Cl:9])=[CH:4][N:3]=1. The yield is 0.690.